From a dataset of Merck oncology drug combination screen with 23,052 pairs across 39 cell lines. Regression. Given two drug SMILES strings and cell line genomic features, predict the synergy score measuring deviation from expected non-interaction effect. Drug 1: N#Cc1ccc(Cn2cncc2CN2CCN(c3cccc(Cl)c3)C(=O)C2)cc1. Drug 2: Nc1ccn(C2OC(CO)C(O)C2(F)F)c(=O)n1. Cell line: VCAP. Synergy scores: synergy=2.15.